Dataset: Forward reaction prediction with 1.9M reactions from USPTO patents (1976-2016). Task: Predict the product of the given reaction. Given the reactants [Cl:1][C:2]1[C:3]([C:12](Cl)=[O:13])=[N:4][C:5]2[C:10]([N:11]=1)=[CH:9][CH:8]=[CH:7][CH:6]=2.[NH2:15][C:16]1[CH:21]=[CH:20][N:19]=[C:18]([C:22]([O:24][CH3:25])=[O:23])[CH:17]=1.N1C=CC=CC=1.O, predict the reaction product. The product is: [Cl:1][C:2]1[C:3]([C:12]([NH:15][C:16]2[CH:21]=[CH:20][N:19]=[C:18]([C:22]([O:24][CH3:25])=[O:23])[CH:17]=2)=[O:13])=[N:4][C:5]2[C:10]([N:11]=1)=[CH:9][CH:8]=[CH:7][CH:6]=2.